Dataset: Forward reaction prediction with 1.9M reactions from USPTO patents (1976-2016). Task: Predict the product of the given reaction. (1) Given the reactants [F:1][C:2]1[CH:11]=[C:10]([F:12])[CH:9]=[C:8]2[C:3]=1[CH:4]=[CH:5][C:6](=[O:13])[NH:7]2.[H-].[Na+].CS(O[CH2:21][CH2:22][N:23]1[CH2:28][CH2:27][CH:26]([NH:29][C:30]([O:32][C:33]([CH3:36])([CH3:35])[CH3:34])=[O:31])[CH2:25][CH2:24]1)(=O)=O.C(OC(=O)NC1CCN(CCN2C3C(=CC=C(F)C=3F)C=CC2=O)CC1)(C)(C)C, predict the reaction product. The product is: [C:33]([O:32][C:30](=[O:31])[NH:29][CH:26]1[CH2:27][CH2:28][N:23]([CH2:22][CH2:21][N:7]2[C:8]3[C:3](=[C:2]([F:1])[CH:11]=[C:10]([F:12])[CH:9]=3)[CH:4]=[CH:5][C:6]2=[O:13])[CH2:24][CH2:25]1)([CH3:36])([CH3:35])[CH3:34]. (2) Given the reactants [CH:1]([C:3]1[CH:4]=[C:5]([C:8]([O:10][CH3:11])=[O:9])[NH:6][CH:7]=1)=[CH2:2].[CH2:12](O)C, predict the reaction product. The product is: [CH3:8][CH2:5][CH2:4][CH:3]([CH3:7])[CH3:1].[C:8]([O:10][CH2:11][CH3:12])(=[O:9])[CH3:5].[CH2:1]([C:3]1[CH:4]=[C:5]([C:8]([O:10][CH3:11])=[O:9])[NH:6][CH:7]=1)[CH3:2]. (3) Given the reactants [C:1]([O:5][C@@H:6]([C:12]1[C:13]([CH3:44])=[N:14][C:15]([CH3:43])=[C:16]([C:26]2[CH:31]=[CH:30][C:29]([O:32][CH2:33][CH2:34][C:35]3[CH:40]=[CH:39][C:38]([O:41][CH3:42])=[CH:37][CH:36]=3)=[CH:28][CH:27]=2)[C:17]=1[N:18]1[CH2:23][CH2:22][C:21]([CH3:25])([CH3:24])[CH2:20][CH2:19]1)[C:7]([O:9]CC)=[O:8])([CH3:4])([CH3:3])[CH3:2].[OH-].[Na+], predict the reaction product. The product is: [C:1]([O:5][C@@H:6]([C:12]1[C:13]([CH3:44])=[N:14][C:15]([CH3:43])=[C:16]([C:26]2[CH:27]=[CH:28][C:29]([O:32][CH2:33][CH2:34][C:35]3[CH:36]=[CH:37][C:38]([O:41][CH3:42])=[CH:39][CH:40]=3)=[CH:30][CH:31]=2)[C:17]=1[N:18]1[CH2:19][CH2:20][C:21]([CH3:24])([CH3:25])[CH2:22][CH2:23]1)[C:7]([OH:9])=[O:8])([CH3:4])([CH3:3])[CH3:2]. (4) Given the reactants [CH2:1]([O:3][C:4](=[O:32])[CH2:5][O:6][C:7]1[CH:12]=[CH:11][C:10]([S:13][C:14]2[CH:19]=[C:18]([O:20][CH2:21][CH2:22][C:23]3[CH:28]=[CH:27][C:26]([Cl:29])=[CH:25][CH:24]=3)[CH:17]=[C:16](Br)[CH:15]=2)=[CH:9][C:8]=1[CH3:31])[CH3:2].[C:33]([C:35]1[CH:40]=[CH:39][C:38]([CH2:41][OH:42])=[CH:37][CH:36]=1)#[CH:34], predict the reaction product. The product is: [CH2:1]([O:3][C:4](=[O:32])[CH2:5][O:6][C:7]1[CH:12]=[CH:11][C:10]([S:13][C:14]2[CH:15]=[C:16]([C:34]#[C:33][C:35]3[CH:40]=[CH:39][C:38]([CH2:41][OH:42])=[CH:37][CH:36]=3)[CH:17]=[C:18]([O:20][CH2:21][CH2:22][C:23]3[CH:28]=[CH:27][C:26]([Cl:29])=[CH:25][CH:24]=3)[CH:19]=2)=[CH:9][C:8]=1[CH3:31])[CH3:2]. (5) The product is: [CH2:1]([N:8]1[CH2:9][C:10](=[O:12])[N:32]([CH2:31][CH2:30][C:27]2[CH:28]=[CH:29][CH:24]=[CH:25][CH:26]=2)[C:14](=[O:16])[CH2:13]1)[C:2]1[CH:3]=[CH:4][CH:5]=[CH:6][CH:7]=1. Given the reactants [CH2:1]([N:8]([CH2:13][C:14]([OH:16])=O)[CH2:9][C:10]([OH:12])=O)[C:2]1[CH:7]=[CH:6][CH:5]=[CH:4][CH:3]=1.C(OC(=O)C)(=O)C.[CH:24]1[CH:29]=[CH:28][C:27]([CH2:30][CH2:31][NH2:32])=[CH:26][CH:25]=1.C(Cl)(=O)C(Cl)=O.C(=O)(O)[O-].[Na+], predict the reaction product. (6) Given the reactants [N+:1]([C:4]1[CH:9]=[CH:8][C:7]([NH:10]N=CCC)=[CH:6][CH:5]=1)([O-:3])=[O:2].P(=O)(O)(O)O.[C:20]1(C)[CH:25]=CC=C[CH:21]=1, predict the reaction product. The product is: [CH3:25][C:20]1[C:6]2[C:7](=[CH:8][CH:9]=[C:4]([N+:1]([O-:3])=[O:2])[CH:5]=2)[NH:10][CH:21]=1.